The task is: Regression. Given two drug SMILES strings and cell line genomic features, predict the synergy score measuring deviation from expected non-interaction effect.. This data is from Merck oncology drug combination screen with 23,052 pairs across 39 cell lines. (1) Drug 1: O=c1[nH]cc(F)c(=O)[nH]1. Drug 2: CS(=O)(=O)CCNCc1ccc(-c2ccc3ncnc(Nc4ccc(OCc5cccc(F)c5)c(Cl)c4)c3c2)o1. Cell line: CAOV3. Synergy scores: synergy=-6.78. (2) Drug 1: O=c1[nH]cc(F)c(=O)[nH]1. Drug 2: CC1(c2nc3c(C(N)=O)cccc3[nH]2)CCCN1. Cell line: HCT116. Synergy scores: synergy=9.46.